Dataset: Catalyst prediction with 721,799 reactions and 888 catalyst types from USPTO. Task: Predict which catalyst facilitates the given reaction. (1) Reactant: CC(C)([O-])C.[K+].[CH3:7][O:8][C:9]1[CH:14]=[CH:13][C:12]([CH2:15][C:16]#[N:17])=[CH:11][CH:10]=1.Br[CH:19]1[CH2:23][CH2:22][CH2:21][CH2:20]1.O. Product: [CH:19]1([CH:15]([C:12]2[CH:13]=[CH:14][C:9]([O:8][CH3:7])=[CH:10][CH:11]=2)[C:16]#[N:17])[CH2:23][CH2:22][CH2:21][CH2:20]1. The catalyst class is: 7. (2) Reactant: [CH2:1]([O:8][C@@H:9]1[C@@H:14]([O:15][CH2:16][C:17]2[CH:22]=[CH:21][CH:20]=[CH:19][CH:18]=2)[C@H:13]([O:23][CH2:24][C:25]2[CH:30]=[CH:29][CH:28]=[CH:27][CH:26]=2)[C@@H:12]([CH2:31][O:32][CH2:33][C:34]2[CH:39]=[CH:38][CH:37]=[CH:36][CH:35]=2)[O:11][C:10]1([C:41]1[CH:46]=[CH:45][C:44]([Cl:47])=[C:43]([CH2:48][C:49]2[CH:54]=[CH:53][C:52]([CH:55]=[CH2:56])=[CH:51][CH:50]=2)[CH:42]=1)O)[C:2]1[CH:7]=[CH:6][CH:5]=[CH:4][CH:3]=1.[SiH](CC)(CC)CC.B(F)(F)F.CCOCC. Product: [CH2:24]([O:23][C@H:13]1[C@H:14]([O:15][CH2:16][C:17]2[CH:18]=[CH:19][CH:20]=[CH:21][CH:22]=2)[C@@H:9]([O:8][CH2:1][C:2]2[CH:7]=[CH:6][CH:5]=[CH:4][CH:3]=2)[C@H:10]([C:41]2[CH:46]=[CH:45][C:44]([Cl:47])=[C:43]([CH2:48][C:49]3[CH:50]=[CH:51][C:52]([CH:55]=[CH2:56])=[CH:53][CH:54]=3)[CH:42]=2)[O:11][C@@H:12]1[CH2:31][O:32][CH2:33][C:34]1[CH:35]=[CH:36][CH:37]=[CH:38][CH:39]=1)[C:25]1[CH:30]=[CH:29][CH:28]=[CH:27][CH:26]=1. The catalyst class is: 759.